From a dataset of Full USPTO retrosynthesis dataset with 1.9M reactions from patents (1976-2016). Predict the reactants needed to synthesize the given product. Given the product [CH3:50][O:51][C:52]1[CH:53]=[C:54]([C:58]2[CH:59]=[C:60]([NH:64][C:23]([C:18]3[C:19](=[O:22])[O:20][C:21]4[C:16]([CH:17]=3)=[CH:15][CH:14]=[CH:13][C:12]=4[O:11][CH3:10])=[O:25])[CH:61]=[CH:62][CH:63]=2)[CH:55]=[N:56][CH:57]=1, predict the reactants needed to synthesize it. The reactants are: CCN(C(C)C)C(C)C.[CH3:10][O:11][C:12]1[CH:13]=[CH:14][CH:15]=[C:16]2[C:21]=1[O:20][C:19](=[O:22])[C:18]([C:23]([OH:25])=O)=[CH:17]2.CN(C(ON1N=NC2C=CC=NC1=2)=[N+](C)C)C.F[P-](F)(F)(F)(F)F.[CH3:50][O:51][C:52]1[CH:53]=[C:54]([C:58]2[CH:59]=[C:60]([NH2:64])[CH:61]=[CH:62][CH:63]=2)[CH:55]=[N:56][CH:57]=1.